Task: Regression. Given a peptide amino acid sequence and an MHC pseudo amino acid sequence, predict their binding affinity value. This is MHC class I binding data.. Dataset: Peptide-MHC class I binding affinity with 185,985 pairs from IEDB/IMGT (1) The peptide sequence is TMGAASITL. The binding affinity (normalized) is 0.528. The MHC is HLA-A02:12 with pseudo-sequence HLA-A02:12. (2) The peptide sequence is SQELAELLEM. The MHC is HLA-A02:02 with pseudo-sequence HLA-A02:02. The binding affinity (normalized) is 0.320. (3) The peptide sequence is STTAICATGL. The MHC is HLA-B07:02 with pseudo-sequence HLA-B07:02. The binding affinity (normalized) is 0. (4) The peptide sequence is QLFKPLTKK. The MHC is HLA-A69:01 with pseudo-sequence HLA-A69:01. The binding affinity (normalized) is 0.0847. (5) The peptide sequence is IESNPLFPV. The MHC is HLA-A24:03 with pseudo-sequence HLA-A24:03. The binding affinity (normalized) is 0.0847.